From a dataset of Full USPTO retrosynthesis dataset with 1.9M reactions from patents (1976-2016). Predict the reactants needed to synthesize the given product. (1) Given the product [OH:8][C:9]1[CH:10]=[C:11]([C:15]2[N:24]=[C:23]([NH:25][C:26]3[CH:27]=[C:28]4[C:32](=[CH:33][CH:34]=3)[N:31]([C:35]([O:37][C:38]([CH3:40])([CH3:41])[CH3:39])=[O:36])[N:30]=[CH:29]4)[C:22]3[C:17](=[CH:18][C:19]([O:47][CH3:48])=[C:20]([O:42][CH2:43][CH2:44][O:45][CH3:46])[CH:21]=3)[N:16]=2)[CH:12]=[CH:13][CH:14]=1, predict the reactants needed to synthesize it. The reactants are: C([O:8][C:9]1[CH:10]=[C:11]([C:15]2[N:24]=[C:23]([NH:25][C:26]3[CH:27]=[C:28]4[C:32](=[CH:33][CH:34]=3)[N:31]([C:35]([O:37][C:38]([CH3:41])([CH3:40])[CH3:39])=[O:36])[N:30]=[CH:29]4)[C:22]3[C:17](=[CH:18][C:19]([O:47][CH3:48])=[C:20]([O:42][CH2:43][CH2:44][O:45][CH3:46])[CH:21]=3)[N:16]=2)[CH:12]=[CH:13][CH:14]=1)C1C=CC=CC=1.N#N. (2) Given the product [Cl:13][C:2]1[N:10]=[CH:9][N:8]=[C:7]2[C:3]=1[NH:4][CH:5]=[N:6]2, predict the reactants needed to synthesize it. The reactants are: O[C:2]1[N:10]=[CH:9][N:8]=[C:7]2[C:3]=1[NH:4][CH:5]=[N:6]2.P(Cl)(Cl)([Cl:13])=O. (3) Given the product [NH2:4][CH:5]([CH:9]1[CH2:14][CH2:13][CH2:12][CH2:11][CH:10]1[CH3:15])[C:6]([NH:26][C:25]1[CH:24]=[CH:23][C:22]([C:19]2[CH:18]=[CH:17][N:16]=[CH:21][CH:20]=2)=[CH:28][CH:27]=1)=[O:8], predict the reactants needed to synthesize it. The reactants are: C([NH:4][CH:5]([CH:9]1[CH2:14][CH2:13][CH2:12][CH2:11][CH:10]1[CH3:15])[C:6]([OH:8])=O)(=O)C.[N:16]1[CH:21]=[CH:20][C:19]([C:22]2[CH:28]=[CH:27][C:25]([NH2:26])=[CH:24][CH:23]=2)=[CH:18][CH:17]=1. (4) The reactants are: Cl.C(OC(=O)[NH:8][C:9]1[C:10]([NH:20][C:21]2[CH:26]=[CH:25][C:24]([Br:27])=[CH:23][C:22]=2[F:28])=[C:11]([F:19])[C:12](=[O:18])[N:13]2[C:17]=1[CH2:16][CH2:15][CH2:14]2)(C)(C)C. Given the product [NH2:8][C:9]1[C:10]([NH:20][C:21]2[CH:26]=[CH:25][C:24]([Br:27])=[CH:23][C:22]=2[F:28])=[C:11]([F:19])[C:12](=[O:18])[N:13]2[C:17]=1[CH2:16][CH2:15][CH2:14]2, predict the reactants needed to synthesize it.